The task is: Predict which catalyst facilitates the given reaction.. This data is from Catalyst prediction with 721,799 reactions and 888 catalyst types from USPTO. (1) Reactant: [O:1]1[CH2:6][CH2:5][CH2:4][CH2:3][CH:2]1[N:7]1[C:15]2[C:10](=[CH:11][C:12]([C:16]#[C:17][CH2:18][CH2:19]O)=[CH:13][CH:14]=2)[CH:9]=[N:8]1.[B-](F)(F)(F)[F:22].CCN([S+](F)F)CC.C([O-])(O)=O.[Na+]. Product: [F:22][CH2:19][CH2:18][C:17]#[C:16][C:12]1[CH:11]=[C:10]2[C:15](=[CH:14][CH:13]=1)[N:7]([CH:2]1[CH2:3][CH2:4][CH2:5][CH2:6][O:1]1)[N:8]=[CH:9]2. The catalyst class is: 4. (2) Reactant: Br[C:2]1[CH:3]=[C:4]2[C:8](=[C:9]([C:11]([NH2:13])=[O:12])[CH:10]=1)[NH:7][CH:6]=[C:5]2[CH:14]1[CH2:19][CH2:18][S:17](=[O:21])(=[O:20])[CH2:16][CH2:15]1.[O:22]1[C:26]2[CH:27]=[CH:28][C:29](B(O)O)=[CH:30][C:25]=2[CH2:24][CH2:23]1.C([O-])([O-])=O.[K+].[K+]. Product: [O:22]1[C:26]2[CH:27]=[CH:28][C:29]([C:2]3[CH:3]=[C:4]4[C:8](=[C:9]([C:11]([NH2:13])=[O:12])[CH:10]=3)[NH:7][CH:6]=[C:5]4[CH:14]3[CH2:19][CH2:18][S:17](=[O:21])(=[O:20])[CH2:16][CH2:15]3)=[CH:30][C:25]=2[CH2:24][CH2:23]1. The catalyst class is: 117. (3) Reactant: [NH2:1][C:2]1[C:3]([Cl:40])=[C:4]([C:9]2[N:10]=[C:11]([CH:37]3[CH2:39][CH2:38]3)[N:12](COCC[Si](C)(C)C)[C:13]=2[C:14]2[CH:19]=[CH:18][N:17]=[C:16]([NH:20][CH2:21][C@@H:22]([NH:24][C:25](=[O:28])[O:26][CH3:27])[CH3:23])[N:15]=2)[CH:5]=[C:6]([F:8])[CH:7]=1.C1(C)C=CC(S(O)(=O)=O)=CC=1. Product: [NH2:1][C:2]1[C:3]([Cl:40])=[C:4]([C:9]2[N:10]=[C:11]([CH:37]3[CH2:38][CH2:39]3)[NH:12][C:13]=2[C:14]2[CH:19]=[CH:18][N:17]=[C:16]([NH:20][CH2:21][C@@H:22]([NH:24][C:25](=[O:28])[O:26][CH3:27])[CH3:23])[N:15]=2)[CH:5]=[C:6]([F:8])[CH:7]=1. The catalyst class is: 5.